This data is from Peptide-MHC class II binding affinity with 134,281 pairs from IEDB. The task is: Regression. Given a peptide amino acid sequence and an MHC pseudo amino acid sequence, predict their binding affinity value. This is MHC class II binding data. (1) The peptide sequence is ASIVKASFEEGKCGL. The MHC is HLA-DQA10501-DQB10303 with pseudo-sequence HLA-DQA10501-DQB10303. The binding affinity (normalized) is 0.306. (2) The peptide sequence is TLWQRPIVTIKIGGQLREAL. The MHC is DRB1_1101 with pseudo-sequence DRB1_1101. The binding affinity (normalized) is 0.401. (3) The peptide sequence is RMFLAMITYITRNQP. The MHC is DRB1_0901 with pseudo-sequence DRB1_0901. The binding affinity (normalized) is 0.456. (4) The peptide sequence is GSCWAFSGVAATESA. The MHC is HLA-DQA10104-DQB10503 with pseudo-sequence HLA-DQA10104-DQB10503. The binding affinity (normalized) is 0.170. (5) The peptide sequence is DFEFEQMFTDAMG. The MHC is DRB1_0404 with pseudo-sequence DRB1_0404. The binding affinity (normalized) is 0.426. (6) The peptide sequence is RELQIVDKIDAAFKI. The MHC is DRB1_1501 with pseudo-sequence DRB1_1501. The binding affinity (normalized) is 0.622. (7) The peptide sequence is KWCFEGPEEHEILND. The MHC is DRB1_1301 with pseudo-sequence DRB1_1301. The binding affinity (normalized) is 0.203. (8) The peptide sequence is RETQISKTNTQTYR. The MHC is DRB1_0701 with pseudo-sequence DRB1_0701. The binding affinity (normalized) is 0.518. (9) The peptide sequence is SSDDQVSLIKIPCLS. The binding affinity (normalized) is 0. The MHC is H-2-IAb with pseudo-sequence H-2-IAb. (10) The peptide sequence is ADLGYGPATPAAPAA. The MHC is HLA-DQA10501-DQB10301 with pseudo-sequence HLA-DQA10501-DQB10301. The binding affinity (normalized) is 0.822.